Dataset: Peptide-MHC class II binding affinity with 134,281 pairs from IEDB. Task: Regression. Given a peptide amino acid sequence and an MHC pseudo amino acid sequence, predict their binding affinity value. This is MHC class II binding data. (1) The peptide sequence is YDKFLANVSTTLTGK. The binding affinity (normalized) is 0.882. The MHC is DRB3_0202 with pseudo-sequence DRB3_0202. (2) The peptide sequence is PAVKYIEPDMIVNAT. The MHC is HLA-DPA10201-DPB10501 with pseudo-sequence HLA-DPA10201-DPB10501. The binding affinity (normalized) is 0.449. (3) The peptide sequence is HFMGKTWEALDTMYVVA. The MHC is DRB1_1101 with pseudo-sequence DRB1_1101. The binding affinity (normalized) is 0.218. (4) The peptide sequence is MVGTILEMLGHRLDD. The MHC is DRB1_1001 with pseudo-sequence DRB1_1001. The binding affinity (normalized) is 0.691. (5) The MHC is DRB1_0401 with pseudo-sequence DRB1_0401. The binding affinity (normalized) is 0.209. The peptide sequence is EAKRVFSLEKKMSNYIQFKS. (6) The peptide sequence is KQTLIAIHTLAIRYA. The MHC is DRB1_1501 with pseudo-sequence DRB1_1501. The binding affinity (normalized) is 0.830.